This data is from Forward reaction prediction with 1.9M reactions from USPTO patents (1976-2016). The task is: Predict the product of the given reaction. (1) Given the reactants [CH3:1][N:2]([CH3:33])[C:3]([C:5]1[N:6]([C:27]2[CH:32]=[CH:31][CH:30]=[CH:29][CH:28]=2)[C:7]2[C:12]([C:13](=[O:25])[C:14]=1CNC(C1SC(Br)=NC=1)=O)=[CH:11][CH:10]=[C:9](Cl)[CH:8]=2)=[O:4].N1CCC(CO)CC1, predict the reaction product. The product is: [CH3:1][N:2]([CH3:33])[C:3]([C:5]1[N:6]([C:27]2[CH:32]=[CH:31][CH:30]=[CH:29][CH:28]=2)[C:7]2[C:12]([C:13](=[O:25])[CH:14]=1)=[CH:11][CH:10]=[CH:9][CH:8]=2)=[O:4]. (2) Given the reactants [CH3:1][C:2]1[O:6][C:5]([C:7]2[S:8][C:9]([CH3:12])=[CH:10][CH:11]=2)=[N:4][C:3]=1[CH2:13][C:14](O)=[O:15], predict the reaction product. The product is: [CH3:1][C:2]1[O:6][C:5]([C:7]2[S:8][C:9]([CH3:12])=[CH:10][CH:11]=2)=[N:4][C:3]=1[CH2:13][CH2:14][OH:15]. (3) Given the reactants [F:1][C:2]1[CH:7]=[CH:6][C:5]([F:8])=[CH:4][C:3]=1[C:9]1[S:13][C:12]([CH2:20][CH2:21][CH2:22][NH:23][C:24](=[O:30])[O:25][C:26]([CH3:29])([CH3:28])[CH3:27])([C:14]2[CH:19]=[CH:18][CH:17]=[CH:16][CH:15]=2)[NH:11][N:10]=1.[C:31]([N:39]=[C:40]=[S:41])(=[O:38])[C:32]1[CH:37]=[CH:36][CH:35]=[CH:34][CH:33]=1, predict the reaction product. The product is: [C:31]([NH:39][C:40]([N:11]1[N:10]=[C:9]([C:3]2[CH:4]=[C:5]([F:8])[CH:6]=[CH:7][C:2]=2[F:1])[S:13][C:12]1([CH2:20][CH2:21][CH2:22][NH:23][C:24](=[O:30])[O:25][C:26]([CH3:27])([CH3:29])[CH3:28])[C:14]1[CH:19]=[CH:18][CH:17]=[CH:16][CH:15]=1)=[S:41])(=[O:38])[C:32]1[CH:37]=[CH:36][CH:35]=[CH:34][CH:33]=1. (4) Given the reactants [C@]12(CS(O)(=O)=O)C(C)(C)C(CC1)CC2=O.[Cl:16][C:17]1[CH:22]=[CH:21][CH:20]=[CH:19][C:18]=1[CH:23]([N:26]1[CH2:31][CH2:30][C:29]2[S:32][CH:33]=[CH:34][C:28]=2[CH2:27]1)[C:24]#[N:25].C(OCC)(=O)C.CN(C=O)C, predict the reaction product. The product is: [Cl:16][C:17]1[CH:22]=[CH:21][CH:20]=[CH:19][C:18]=1[CH:23]([N:26]1[CH2:31][CH2:30][C:29]2[S:32][CH:33]=[CH:34][C:28]=2[CH2:27]1)[C:24]#[N:25]. (5) The product is: [CH3:1][O:2][C:3](=[O:20])[C:4]1[CH:5]=[CH:6][C:7]([O:10][CH2:11][CH2:12][NH2:13])=[CH:8][CH:9]=1. Given the reactants [CH3:1][O:2][C:3](=[O:20])[C:4]1[CH:9]=[CH:8][C:7]([O:10][CH2:11][CH2:12][NH:13]C(=O)C(C)(C)C)=[CH:6][CH:5]=1.Cl, predict the reaction product.